Predict the reactants needed to synthesize the given product. From a dataset of Full USPTO retrosynthesis dataset with 1.9M reactions from patents (1976-2016). (1) Given the product [CH3:11][C:4]1[CH:3]=[C:2]([NH:12][C:13]2([CH2:18][OH:19])[CH2:17][CH2:16][CH2:15][CH2:14]2)[CH:7]=[CH:6][C:5]=1[N+:8]([O-:10])=[O:9], predict the reactants needed to synthesize it. The reactants are: F[C:2]1[CH:7]=[CH:6][C:5]([N+:8]([O-:10])=[O:9])=[C:4]([CH3:11])[CH:3]=1.[NH2:12][C:13]1([CH2:18][OH:19])[CH2:17][CH2:16][CH2:15][CH2:14]1.CCN(C(C)C)C(C)C. (2) Given the product [CH2:22]([O:29][C:30]([NH:32][CH:33]([CH2:38][C:2]1([CH3:8])[CH2:7][CH2:6][CH2:5][CH2:4][CH2:3]1)[C:34]([O:36][CH3:37])=[O:35])=[O:31])[C:23]1[CH:24]=[CH:25][CH:26]=[CH:27][CH:28]=1, predict the reactants needed to synthesize it. The reactants are: Br[C:2]1([CH3:8])[CH2:7][CH2:6][CH2:5][CH2:4][CH2:3]1.C([SnH](CCCC)CCCC)CCC.[CH2:22]([O:29][C:30]([NH:32][C:33](=[CH2:38])[C:34]([O:36][CH3:37])=[O:35])=[O:31])[C:23]1[CH:28]=[CH:27][CH:26]=[CH:25][CH:24]=1.N(C(C)(C)C#N)=NC(C)(C)C#N. (3) The reactants are: [C:1]1([C:7]2[NH:11][N:10]=[C:9]([SH:12])[N:8]=2)[CH:6]=[CH:5][CH:4]=[CH:3][CH:2]=1.[CH3:13][O:14][C:15]1[CH:20]=[CH:19][C:18]([C:21]2[CH:26]=[CH:25][C:24]([S:27]([NH:30][CH:31]([CH2:36][CH:37]3[O:39][CH2:38]3)[C:32]([O:34]C)=[O:33])(=[O:29])=[O:28])=[CH:23][CH:22]=2)=[CH:17][CH:16]=1. Given the product [CH3:13][O:14][C:15]1[CH:16]=[CH:17][C:18]([C:21]2[CH:22]=[CH:23][C:24]([S:27]([NH:30][CH:31]([CH2:36][CH:37]([OH:39])[CH2:38][S:12][C:9]3[N:8]=[C:7]([C:1]4[CH:2]=[CH:3][CH:4]=[CH:5][CH:6]=4)[NH:11][N:10]=3)[C:32]([OH:34])=[O:33])(=[O:28])=[O:29])=[CH:25][CH:26]=2)=[CH:19][CH:20]=1, predict the reactants needed to synthesize it. (4) Given the product [CH2:21]([O:12][C:3]1[C:4]([N+:9]([O-:11])=[O:10])=[CH:5][C:6]([CH3:8])=[CH:7][C:2]=1[Br:1])[CH:20]=[CH2:19], predict the reactants needed to synthesize it. The reactants are: [Br:1][C:2]1[CH:7]=[C:6]([CH3:8])[CH:5]=[C:4]([N+:9]([O-:11])=[O:10])[C:3]=1[OH:12].C([O-])([O-])=O.[K+].[K+].[CH2:19](Br)[CH:20]=[CH2:21]. (5) Given the product [C:1]([NH:4][C:5]1[N:9]([C:10]2[CH:15]=[C:14]([S:16][CH2:17][C:18]([F:19])([F:20])[F:21])[C:13]([CH3:22])=[CH:12][C:11]=2[F:23])[N:8]=[C:7]([O:24][C:34]([F:36])([F:35])[CH:33]([F:32])[O:37][C:38]([F:41])([F:40])[F:39])[CH:6]=1)(=[O:3])[CH3:2], predict the reactants needed to synthesize it. The reactants are: [C:1]([NH:4][C:5]1[N:9]([C:10]2[CH:15]=[C:14]([S:16][CH2:17][C:18]([F:21])([F:20])[F:19])[C:13]([CH3:22])=[CH:12][C:11]=2[F:23])[N:8]=[C:7]([OH:24])[CH:6]=1)(=[O:3])[CH3:2].C(N(CC)CC)C.[F:32][C:33]([O:37][C:38]([F:41])([F:40])[F:39])=[C:34]([F:36])[F:35].C(OCC)(=O)C. (6) Given the product [NH2:1][C:2]1[CH:7]=[CH:6][C:5]([N+:8]([O-:10])=[O:9])=[CH:4][C:3]=1[S:11]([NH2:21])(=[O:14])=[O:12], predict the reactants needed to synthesize it. The reactants are: [NH2:1][C:2]1[CH:7]=[CH:6][C:5]([N+:8]([O-:10])=[O:9])=[CH:4][C:3]=1[S:11]([OH:14])(=O)=[O:12].P(Cl)(Cl)(Cl)=O.[OH-].[NH4+:21].[OH-].[Na+].C. (7) Given the product [Cl:1][C:2]1[C:3]2[CH:18]=[C:17]([OH:19])[C:16]([OH:21])=[CH:15][C:4]=2[S:5][C:6]=1[C:7]([N:9]1[CH2:10][CH2:11][O:12][CH2:13][CH2:14]1)=[O:8], predict the reactants needed to synthesize it. The reactants are: [Cl:1][C:2]1[C:3]2[CH:18]=[C:17]([O:19]C)[C:16]([O:21]C)=[CH:15][C:4]=2[S:5][C:6]=1[C:7]([N:9]1[CH2:14][CH2:13][O:12][CH2:11][CH2:10]1)=[O:8].B(Br)(Br)Br. (8) Given the product [Si:13]([O:20][CH2:21][CH2:22][C@@H:23]1[CH2:35][C:34]2[C:33]3[C:32]([O:11][CH:8]4[CH2:9][CH2:10][CH:5]([N:4]([CH3:12])[CH3:3])[CH2:6][CH2:7]4)=[N:31][CH:30]=[N:29][C:28]=3[S:27][C:26]=2[CH2:25][CH2:24]1)([C:16]([CH3:19])([CH3:17])[CH3:18])([CH3:14])[CH3:15], predict the reactants needed to synthesize it. The reactants are: [H-].[Na+].[CH3:3][N:4]([CH3:12])[C@H:5]1[CH2:10][CH2:9][C@H:8]([OH:11])[CH2:7][CH2:6]1.[Si:13]([O:20][CH2:21][CH2:22][C@@H:23]1[CH2:35][C:34]2[C:33]3[C:32](Cl)=[N:31][CH:30]=[N:29][C:28]=3[S:27][C:26]=2[CH2:25][CH2:24]1)([C:16]([CH3:19])([CH3:18])[CH3:17])([CH3:15])[CH3:14].